From a dataset of Full USPTO retrosynthesis dataset with 1.9M reactions from patents (1976-2016). Predict the reactants needed to synthesize the given product. Given the product [NH2:23][C:22]1[C:3]2[C:2](=[CH:21][CH:20]=[CH:19][C:4]=2[O:5][C@H:6]2[CH2:7][CH2:8][C@H:9]([CH2:12][NH:13][C:14](=[O:18])[CH2:15][O:16][CH3:17])[CH2:10][CH2:11]2)[N:1]=[C:26]([CH3:28])[C:25]=1[C:24]([O:30][CH2:31][CH3:32])=[O:29], predict the reactants needed to synthesize it. The reactants are: [NH2:1][C:2]1[C:3]([C:22]#[N:23])=[C:4]([CH:19]=[CH:20][CH:21]=1)[O:5][C@H:6]1[CH2:11][CH2:10][C@H:9]([CH2:12][NH:13][C:14](=[O:18])[CH2:15][O:16][CH3:17])[CH2:8][CH2:7]1.[C:24]([O:30][CH2:31][CH3:32])(=[O:29])[CH2:25][C:26]([CH3:28])=O.